This data is from Reaction yield outcomes from USPTO patents with 853,638 reactions. The task is: Predict the reaction yield, written as a fraction of the theoretical maximum amount of product (1.0 means a 100% yield; for example, 0.34 means a 34% yield). (1) The reactants are CN(C)/[CH:3]=[CH:4]/[C:5]1[C:6]([N+:19]([O-])=O)=[CH:7][C:8]([N+:16]([O-])=O)=[C:9]([CH:15]=1)[C:10]([O:12][CH2:13][CH3:14])=[O:11].[H][H]. The catalyst is [Ni].CCO. The product is [NH2:16][C:8]1[CH:7]=[C:6]2[C:5]([CH:4]=[CH:3][NH:19]2)=[CH:15][C:9]=1[C:10]([O:12][CH2:13][CH3:14])=[O:11]. The yield is 0.300. (2) The reactants are [F:1][C:2]1[CH:7]=[CH:6][C:5]([C@H:8]2[CH2:10][O:9]2)=[CH:4][CH:3]=1.[CH2:11]([NH2:18])[C:12]1[CH:17]=[CH:16][CH:15]=[CH:14][CH:13]=1. The catalyst is O. The product is [F:1][C:2]1[CH:7]=[CH:6][C:5]([C@H:8]([OH:9])[CH2:10][NH:18][CH2:11][C:12]2[CH:17]=[CH:16][CH:15]=[CH:14][CH:13]=2)=[CH:4][CH:3]=1. The yield is 0.570. (3) The reactants are [C:1]([C:3]1[CH:4]=[N:5][CH:6]=[C:7]([O:9][CH3:10])[CH:8]=1)#[CH:2].Br[C:12]1[CH:17]=[CH:16][C:15]([F:18])=[C:14]([N+:19]([O-:21])=[O:20])[CH:13]=1. The catalyst is C(N(CC)CC)C.C1(C=CC=CC=1)[P](C1C=CC=CC=1)(C1C=CC=CC=1)[Pd][P](C1C=CC=CC=1)(C1C=CC=CC=1)C1C=CC=CC=1.[Cu]I. The product is [F:18][C:15]1[CH:16]=[CH:17][C:12]([C:2]#[C:1][C:3]2[CH:4]=[N:5][CH:6]=[C:7]([O:9][CH3:10])[CH:8]=2)=[CH:13][C:14]=1[N+:19]([O-:21])=[O:20]. The yield is 0.430. (4) The reactants are [S:1]1[C:5]([C:6]2[CH:7]=[C:8]([NH2:15])[CH:9]=[C:10]3[C:14]=2[NH:13][N:12]=[CH:11]3)=[CH:4][C:3]2[CH:16]=[CH:17][CH:18]=[CH:19][C:2]1=2.[CH3:20][O:21][C:22]1[C:23](=O)[C:24](=[O:28])[C:25]=1[O:26]C.C(N(CC)C(C)C)(C)C. The catalyst is CO. The product is [S:1]1[C:5]([C:6]2[CH:7]=[C:8]([NH:15][C:23]3[C:24](=[O:28])[C:25](=[O:26])[C:22]=3[O:21][CH3:20])[CH:9]=[C:10]3[C:14]=2[NH:13][N:12]=[CH:11]3)=[CH:4][C:3]2[CH:16]=[CH:17][CH:18]=[CH:19][C:2]1=2. The yield is 0.780. (5) The reactants are [Br:1][CH2:2][CH2:3][O:4][CH3:5].[CH2:6]([N:8]([CH2:11][CH3:12])[CH2:9][CH3:10])[CH3:7]. The catalyst is CCCCCC. The product is [Br-:1].[CH2:6]([N+:8]([CH2:11][CH3:12])([CH2:9][CH3:10])[CH2:2][CH2:3][O:4][CH3:5])[CH3:7]. The yield is 0.910.